From a dataset of Forward reaction prediction with 1.9M reactions from USPTO patents (1976-2016). Predict the product of the given reaction. (1) Given the reactants [Br:1][C:2]1[CH:3]=[C:4]([N:8]2[CH2:13][CH2:12][NH:11][CH2:10][CH2:9]2)[CH:5]=[CH:6][CH:7]=1.[C:14]([O:18][C:19](O[C:19]([O:18][C:14]([CH3:17])([CH3:16])[CH3:15])=[O:20])=[O:20])([CH3:17])([CH3:16])[CH3:15], predict the reaction product. The product is: [C:14]([O:18][C:19]([N:11]1[CH2:12][CH2:13][N:8]([C:4]2[CH:5]=[CH:6][CH:7]=[C:2]([Br:1])[CH:3]=2)[CH2:9][CH2:10]1)=[O:20])([CH3:17])([CH3:16])[CH3:15]. (2) Given the reactants [C:1]([O:5][C:6]([NH:8][C@@H:9]([CH2:13][CH2:14][CH3:15])[C:10]([OH:12])=O)=[O:7])([CH3:4])([CH3:3])[CH3:2].Cl.[CH3:17][NH:18][O:19][CH3:20].F[P-](F)(F)(F)(F)F.N1(OC(N(C)C)=[N+](C)C)C2C=CC=CC=2N=N1.C(N(CC)C(C)C)(C)C, predict the reaction product. The product is: [CH3:20][O:19][N:18]([CH3:17])[C:10](=[O:12])[C@@H:9]([NH:8][C:6](=[O:7])[O:5][C:1]([CH3:2])([CH3:3])[CH3:4])[CH2:13][CH2:14][CH3:15]. (3) Given the reactants [NH2:1][CH:2]1[CH2:7][CH2:6][N:5]([CH2:8][CH:9]2[N:19]3[C:20]4[C:11](=[C:12](F)[CH:13]=[N:14][C:15]=4[CH:16]=[CH:17][C:18]3=[O:21])[CH2:10]2)[CH2:4][CH2:3]1.[CH3:23][O-:24].[Na+].[Cl-].[NH4+], predict the reaction product. The product is: [NH2:1][CH:2]1[CH2:7][CH2:6][N:5]([CH2:8][CH:9]2[N:19]3[C:20]4[C:11](=[C:12]([O:24][CH3:23])[CH:13]=[N:14][C:15]=4[CH:16]=[CH:17][C:18]3=[O:21])[CH2:10]2)[CH2:4][CH2:3]1. (4) Given the reactants Br[C:2]1[CH:3]=[C:4]([F:15])[C:5]2[CH2:10][O:9][CH:8]([CH2:11][NH:12][CH3:13])[O:7][C:6]=2[CH:14]=1.[CH3:16][S:17]([O-:19])=[O:18].[Na+].N1CCC[C@H]1C(O)=O, predict the reaction product. The product is: [F:15][C:4]1[C:5]2[CH2:10][O:9][CH:8]([CH2:11][NH:12][CH3:13])[O:7][C:6]=2[CH:14]=[C:2]([S:17]([CH3:16])(=[O:19])=[O:18])[CH:3]=1. (5) Given the reactants C(OC([C:6]1[C:11](=[O:12])[NH:10][C:9]2[S:13][CH:14]=[C:15]([C:16]3[CH:21]=[CH:20][CH:19]=[CH:18][CH:17]=3)[C:8]=2[C:7]=1[OH:22])=O)C, predict the reaction product. The product is: [OH:22][C:7]1[C:8]2[C:15]([C:16]3[CH:17]=[CH:18][CH:19]=[CH:20][CH:21]=3)=[CH:14][S:13][C:9]=2[NH:10][C:11](=[O:12])[CH:6]=1. (6) Given the reactants [S:1]1[CH:5]=[CH:4][C:3]2[CH:6]=[C:7]([CH2:10][S:11]([CH2:14][CH:15]([N:24]([O:27]CC3C=CC=CC=3)[CH:25]=[O:26])[C:16]3[CH:21]=[CH:20][C:19]([Cl:22])=[C:18]([Cl:23])[CH:17]=3)(=[O:13])=[O:12])[CH:8]=[CH:9][C:2]1=2.C1C=C(Cl)C=C(C(OO)=O)C=1.CSC, predict the reaction product. The product is: [S:1]1[CH:5]=[CH:4][C:3]2[CH:6]=[C:7]([CH2:10][S:11]([CH2:14][CH:15]([N:24]([OH:27])[CH:25]=[O:26])[C:16]3[CH:21]=[CH:20][C:19]([Cl:22])=[C:18]([Cl:23])[CH:17]=3)(=[O:13])=[O:12])[CH:8]=[CH:9][C:2]1=2. (7) Given the reactants [CH3:1][NH:2][C:3]1[CH:7]=[C:6]([C:8]2[CH:13]=[CH:12][N:11]=[CH:10][CH:9]=2)[S:5][C:4]=1[C:14]([OH:16])=O.[Cl-].[NH4+].C([N:21](CC)CC)C.ON1C2C=CC=CC=2N=N1.Cl.C(N=C=NCCCN(C)C)C.C(=O)([O-])O.[Na+], predict the reaction product. The product is: [CH3:1][NH:2][C:3]1[CH:7]=[C:6]([C:8]2[CH:13]=[CH:12][N:11]=[CH:10][CH:9]=2)[S:5][C:4]=1[C:14]([NH2:21])=[O:16]. (8) Given the reactants [N+:1]([C:4]1[CH:5]=[C:6]([CH:22]=[CH:23][C:24]=1[N+:25]([O-])=O)[O:7][C:8]1[C:17]2[C:12](=[CH:13][C:14]([O:20][CH3:21])=[C:15]([O:18][CH3:19])[CH:16]=2)[N:11]=[CH:10][CH:9]=1)([O-])=O.CC(O)=O, predict the reaction product. The product is: [CH3:19][O:18][C:15]1[CH:16]=[C:17]2[C:12](=[CH:13][C:14]=1[O:20][CH3:21])[N:11]=[CH:10][CH:9]=[C:8]2[O:7][C:6]1[CH:5]=[C:4]([NH2:1])[C:24]([NH2:25])=[CH:23][CH:22]=1.